The task is: Regression. Given a peptide amino acid sequence and an MHC pseudo amino acid sequence, predict their binding affinity value. This is MHC class I binding data.. This data is from Peptide-MHC class I binding affinity with 185,985 pairs from IEDB/IMGT. (1) The peptide sequence is SPREECGVF. The MHC is HLA-B48:01 with pseudo-sequence HLA-B48:01. The binding affinity (normalized) is 0.0847. (2) The peptide sequence is KLWIWIGSQ. The MHC is HLA-B46:01 with pseudo-sequence HLA-B46:01. The binding affinity (normalized) is 0.0847. (3) The peptide sequence is RPKQAWCWF. The MHC is HLA-B51:01 with pseudo-sequence HLA-B51:01. The binding affinity (normalized) is 0.120. (4) The peptide sequence is IQTHCEVGY. The MHC is HLA-B27:05 with pseudo-sequence HLA-B27:05. The binding affinity (normalized) is 0.0847. (5) The peptide sequence is VVFSFYVL. The MHC is H-2-Kb with pseudo-sequence H-2-Kb. The binding affinity (normalized) is 1.00. (6) The peptide sequence is QSDTVFDHY. The MHC is HLA-A23:01 with pseudo-sequence HLA-A23:01. The binding affinity (normalized) is 0. (7) The peptide sequence is AVYGNIKHK. The MHC is HLA-B53:01 with pseudo-sequence HLA-B53:01. The binding affinity (normalized) is 0. (8) The peptide sequence is IVKQRRWKL. The MHC is HLA-B07:02 with pseudo-sequence HLA-B07:02. The binding affinity (normalized) is 0.0847. (9) The peptide sequence is MVSILASSL. The MHC is HLA-A68:02 with pseudo-sequence HLA-A68:02. The binding affinity (normalized) is 0.547.